From a dataset of Reaction yield outcomes from USPTO patents with 853,638 reactions. Predict the reaction yield, written as a fraction of the theoretical maximum amount of product (1.0 means a 100% yield; for example, 0.34 means a 34% yield). (1) The reactants are [Cl:1][C:2]1[CH:10]=[CH:9][C:8]2[NH:7][C:6]3[CH2:11][CH2:12][N:13]([CH3:15])[CH2:14][C:5]=3[C:4]=2[CH:3]=1.[OH-].[K+].[CH:18]([C:21]1[CH:26]=[CH:25][C:24]([CH:27]=[CH2:28])=[CH:23][N:22]=1)([CH3:20])[CH3:19]. The catalyst is CN1CCCC1=O.O. The product is [Cl:1][C:2]1[CH:10]=[CH:9][C:8]2[N:7]([CH2:28][CH2:27][C:24]3[CH:23]=[N:22][C:21]([CH:18]([CH3:19])[CH3:20])=[CH:26][CH:25]=3)[C:6]3[CH2:11][CH2:12][N:13]([CH3:15])[CH2:14][C:5]=3[C:4]=2[CH:3]=1. The yield is 0.150. (2) The reactants are [Cl:1][C:2]1[CH:3]=[C:4]2[C:9](=[CH:10][CH:11]=1)[C:8]([C:12]1[CH:16]=[C:15]([Br:17])[S:14][C:13]=1[Br:18])=[N:7][CH2:6][CH2:5]2.C(O)C.[C:22]([O:26][C:27](O[C:27]([O:26][C:22]([CH3:25])([CH3:24])[CH3:23])=[O:28])=[O:28])([CH3:25])([CH3:24])[CH3:23].[BH4-].[Na+]. No catalyst specified. The yield is 0.753. The product is [Cl:1][C:2]1[CH:3]=[C:4]2[C:9](=[CH:10][CH:11]=1)[CH:8]([C:12]1[CH:16]=[C:15]([Br:17])[S:14][C:13]=1[Br:18])[N:7]([C:27]([O:26][C:22]([CH3:25])([CH3:24])[CH3:23])=[O:28])[CH2:6][CH2:5]2. (3) The reactants are [CH3:1][C:2]([NH:7][C:8](=[O:17])[O:9][CH2:10][C:11]1[CH:16]=[CH:15][CH:14]=[CH:13][CH:12]=1)([CH3:6])[CH2:3][S:4]C.O.BrN1C(=O)CCC1=O.C(=O)([O-])O.[Na+].C(OC[S:37][CH2:38][C:39]([NH:42][C:43]([O:45][CH2:46][C:47]1[CH:52]=[CH:51][CH:50]=[CH:49][CH:48]=1)=[O:44])([CH3:41])[CH3:40])(=O)C.II.S([O-])(O)=O.[Na+]. The catalyst is C(OC(=O)C)(=O)C.CO. The product is [CH2:46]([O:45][C:43]([NH:42][C:39]([CH3:41])([CH3:40])[CH2:38][S:37][S:4][CH2:3][C:2]([NH:7][C:8]([O:9][CH2:10][C:11]1[CH:16]=[CH:15][CH:14]=[CH:13][CH:12]=1)=[O:17])([CH3:6])[CH3:1])=[O:44])[C:47]1[CH:52]=[CH:51][CH:50]=[CH:49][CH:48]=1. The yield is 0.230. (4) The reactants are [F:1][C:2]([F:13])([F:12])[O:3][C:4]1[CH:5]=[C:6]([CH2:10][OH:11])[CH:7]=[CH:8][CH:9]=1.[H-].[Na+].Cl[C:17]1[N:25]([CH2:26][C:27]2[CH:32]=[CH:31][C:30]([Cl:33])=[CH:29][CH:28]=2)[C:24]2[C:23](=[O:34])[N:22]([CH3:35])[C:21](=[O:36])[N:20]([CH3:37])[C:19]=2[N:18]=1. The catalyst is C1COCC1.O. The product is [Cl:33][C:30]1[CH:31]=[CH:32][C:27]([CH2:26][N:25]2[C:24]3[C:23](=[O:34])[N:22]([CH3:35])[C:21](=[O:36])[N:20]([CH3:37])[C:19]=3[N:18]=[C:17]2[O:11][CH2:10][C:6]2[CH:7]=[CH:8][CH:9]=[C:4]([O:3][C:2]([F:12])([F:13])[F:1])[CH:5]=2)=[CH:28][CH:29]=1. The yield is 0.580.